Dataset: Full USPTO retrosynthesis dataset with 1.9M reactions from patents (1976-2016). Task: Predict the reactants needed to synthesize the given product. (1) Given the product [Cl:10][C:11]1[CH:12]=[C:13]([C:2]2[N:7]=[C:6]([CH3:8])[N:5]=[C:4]([NH2:9])[N:3]=2)[C:14]([F:17])=[N:15][CH:16]=1, predict the reactants needed to synthesize it. The reactants are: Cl[C:2]1[N:7]=[C:6]([CH3:8])[N:5]=[C:4]([NH2:9])[N:3]=1.[Cl:10][C:11]1[CH:12]=[C:13](B(O)O)[C:14]([F:17])=[N:15][CH:16]=1.C([O-])(=O)C.[K+]. (2) Given the product [CH3:14][O:15][C:16](=[O:22])[CH:17]([CH2:2][C:3]1[CH:8]=[CH:7][C:6]([S:9]([CH2:12][CH3:13])(=[O:11])=[O:10])=[CH:5][CH:4]=1)[C:18](=[O:21])[CH2:19][CH3:20], predict the reactants needed to synthesize it. The reactants are: Br[CH2:2][C:3]1[CH:8]=[CH:7][C:6]([S:9]([CH2:12][CH3:13])(=[O:11])=[O:10])=[CH:5][CH:4]=1.[CH3:14][O:15][C:16](=[O:22])[CH2:17][C:18](=[O:21])[CH2:19][CH3:20]. (3) Given the product [CH3:19][C:20]1[CH:21]=[C:22]([NH:23][C:2]2[C:3]3[CH:10]=[C:9]([C:11]4[CH:16]=[CH:15][C:14]([O:17][CH3:18])=[CH:13][CH:12]=4)[N:8]([CH:9]([C:11]4[CH:16]=[CH:15][CH:14]=[CH:13][CH:12]=4)[CH3:10])[C:4]=3[N:5]=[CH:6][N:7]=2)[CH:24]=[C:25]([CH3:27])[CH:26]=1, predict the reactants needed to synthesize it. The reactants are: Cl[C:2]1[C:3]2[CH:10]=[C:9]([C:11]3[CH:16]=[CH:15][C:14]([O:17][CH3:18])=[CH:13][CH:12]=3)[NH:8][C:4]=2[N:5]=[CH:6][N:7]=1.[CH3:19][C:20]1[CH:21]=[C:22]([CH:24]=[C:25]([CH3:27])[CH:26]=1)[NH2:23]. (4) Given the product [F:31][C:32]1[CH:37]=[CH:36][CH:35]=[CH:34][C:33]=1[NH:38][C:39](=[N:61][CH3:62])[NH:40][C:41]1[CH:42]=[CH:43][C:44]([C:47]2[S:51][C:50]([CH2:52][CH2:53][C:54]([CH3:59])([CH3:60])[C:55]([OH:57])=[O:56])=[N:49][CH:48]=2)=[CH:45][CH:46]=1, predict the reactants needed to synthesize it. The reactants are: FC(F)(F)C1C=C(NC(=O)NC2C=CC(C3SC(CCC(O)=O)=NC=3)=CC=2)C=CC=1.[F:31][C:32]1[CH:37]=[CH:36][CH:35]=[CH:34][C:33]=1[NH:38][C:39](=[N:61][CH3:62])[NH:40][C:41]1[CH:46]=[CH:45][C:44]([C:47]2[S:51][C:50]([CH2:52][CH2:53][C:54]([CH3:60])([CH3:59])[C:55]([O:57]C)=[O:56])=[N:49][CH:48]=2)=[CH:43][CH:42]=1. (5) Given the product [CH:5]1([P:2]([CH:24]2[CH2:29][CH2:28][CH2:27][CH2:30]2)[CH:12]2[CH2:16][CH2:15][CH2:14][CH2:13]2)[CH2:9][CH2:8][CH2:7][CH2:6]1, predict the reactants needed to synthesize it. The reactants are: Cl[P:2](Cl)Cl.[CH:5]1([Mg]Cl)[CH2:9][CH2:8][CH2:7][CH2:6]1.[CH:12]1(Cl)[CH2:16][CH2:15][CH2:14][CH2:13]1.[Mg].S(=O)(=O)(O)O.[C:24]1([CH3:30])[CH:29]=[CH:28][CH:27]=CC=1. (6) The reactants are: [H-].[Na+].[F:3][C:4]1[CH:9]=[C:8]([F:10])[CH:7]=[CH:6][C:5]=1[C:11]1[NH:15][C:14]([C:16]2[CH:21]=[CH:20][CH:19]=[C:18]([C:22]([F:25])([F:24])[F:23])[CH:17]=2)=[N:13][C:12]=1[CH2:26][N:27]1[CH2:32][CH2:31][O:30][CH2:29][CH2:28]1.I[CH3:34]. Given the product [F:3][C:4]1[CH:9]=[C:8]([F:10])[CH:7]=[CH:6][C:5]=1[C:11]1[N:15]=[C:14]([C:16]2[CH:21]=[CH:20][CH:19]=[C:18]([C:22]([F:23])([F:25])[F:24])[CH:17]=2)[N:13]([CH3:34])[C:12]=1[CH2:26][N:27]1[CH2:28][CH2:29][O:30][CH2:31][CH2:32]1, predict the reactants needed to synthesize it. (7) Given the product [CH:1]1([CH2:7][CH2:8][CH2:9][C@@H:10]([C:19]2[O:23][N:22]=[C:21]([CH2:24][NH:39][CH:36]([CH3:38])[CH3:37])[N:20]=2)[CH2:11][C:12]([O:14][C:15]([CH3:18])([CH3:16])[CH3:17])=[O:13])[CH2:2][CH2:3][CH2:4][CH2:5][CH2:6]1, predict the reactants needed to synthesize it. The reactants are: [CH:1]1([CH2:7][CH2:8][CH2:9][C@@H:10]([C:19]2[O:23][N:22]=[C:21]([CH2:24]OS(C3C=CC(C)=CC=3)(=O)=O)[N:20]=2)[CH2:11][C:12]([O:14][C:15]([CH3:18])([CH3:17])[CH3:16])=[O:13])[CH2:6][CH2:5][CH2:4][CH2:3][CH2:2]1.[CH:36]([NH2:39])([CH3:38])[CH3:37]. (8) Given the product [NH:1]([C:12]([O:14][C:15]([CH3:18])([CH3:17])[CH3:16])=[O:13])[C@@H:2]([C:7]([O:9][CH3:10])=[O:8])[CH2:3][CH2:4][CH2:5][CH3:6], predict the reactants needed to synthesize it. The reactants are: [NH2:1][C@@H:2]([C:7]([O:9][CH3:10])=[O:8])[CH2:3][CH2:4][CH2:5][CH3:6].Cl.[C:12](O[C:12]([O:14][C:15]([CH3:18])([CH3:17])[CH3:16])=[O:13])([O:14][C:15]([CH3:18])([CH3:17])[CH3:16])=[O:13].C(N(CC)CC)C. (9) Given the product [CH3:37][C:25]1[N:24]([C:20]2[CH:21]=[CH:22][CH:23]=[C:18]([O:17][C:16]3[CH:38]=[CH:39][CH:40]=[C:14]([S:11]([CH2:10][CH2:9][CH2:8][S:2]([CH3:1])(=[O:5])=[O:3])(=[O:13])=[O:12])[CH:15]=3)[CH:19]=2)[C:28]2[CH:29]=[CH:30][CH:31]=[C:32]([C:33]([F:36])([F:35])[F:34])[C:27]=2[N:26]=1, predict the reactants needed to synthesize it. The reactants are: [CH3:1][S:2]([O-:5])(=O)=[O:3].[Na+].I[CH2:8][CH2:9][CH2:10][S:11]([C:14]1[CH:15]=[C:16]([CH:38]=[CH:39][CH:40]=1)[O:17][C:18]1[CH:19]=[C:20]([N:24]2[C:28]3[CH:29]=[CH:30][CH:31]=[C:32]([C:33]([F:36])([F:35])[F:34])[C:27]=3[N:26]=[C:25]2[CH3:37])[CH:21]=[CH:22][CH:23]=1)(=[O:13])=[O:12].CCOC(C)=O.O.